Predict the product of the given reaction. From a dataset of Forward reaction prediction with 1.9M reactions from USPTO patents (1976-2016). (1) The product is: [CH2:1]([O:8][CH2:9][C:10]1[CH:11]=[C:12]([C:13]([O:15][CH2:16][CH3:17])=[O:14])[NH:22][N:21]=1)[C:2]1[CH:7]=[CH:6][CH:5]=[CH:4][CH:3]=1. Given the reactants [CH2:1]([O:8][CH2:9][C:10](=O)[CH2:11][C:12](=O)[C:13]([O:15][CH2:16][CH3:17])=[O:14])[C:2]1[CH:7]=[CH:6][CH:5]=[CH:4][CH:3]=1.O.[NH2:21][NH2:22], predict the reaction product. (2) Given the reactants [CH2:1]([C@@H:8]1[NH:13][CH2:12][CH2:11][N:10]([C:14]2[CH:23]=[CH:22][C:21]([O:24][CH3:25])=[C:20]3[C:15]=2[CH:16]=[CH:17][C:18]([C:26]([F:29])([F:28])[F:27])=[N:19]3)[CH2:9]1)[C:2]1[CH:7]=[CH:6][CH:5]=[CH:4][CH:3]=1.C([O:32][C:33](=O)[CH2:34][C:35]1[NH:39][CH:38]=[N:37][N:36]=1)C, predict the reaction product. The product is: [CH2:1]([C@H:8]1[CH2:9][N:10]([C:14]2[CH:23]=[CH:22][C:21]([O:24][CH3:25])=[C:20]3[C:15]=2[CH:16]=[CH:17][C:18]([C:26]([F:29])([F:27])[F:28])=[N:19]3)[CH2:11][CH2:12][N:13]1[C:33](=[O:32])[CH2:34][C:35]1[NH:36][N:37]=[CH:38][N:39]=1)[C:2]1[CH:7]=[CH:6][CH:5]=[CH:4][CH:3]=1.